Dataset: Reaction yield outcomes from USPTO patents with 853,638 reactions. Task: Predict the reaction yield, written as a fraction of the theoretical maximum amount of product (1.0 means a 100% yield; for example, 0.34 means a 34% yield). (1) The reactants are [Cl:1][C:2]1[CH:7]=[C:6]([S:8](=[O:22])(=[O:21])[N:9]=[C:10]([N:14]2[CH2:18][C:17]([CH3:20])([CH3:19])[CH:16]=[N:15]2)[NH:11][CH2:12][CH3:13])[CH:5]=[CH:4][C:3]=1[NH:23]C(=O)C.Cl.[OH-].[Na+]. The catalyst is CO. The product is [NH2:23][C:3]1[CH:4]=[CH:5][C:6]([S:8]([N:9]=[C:10]([N:14]2[CH2:18][C:17]([CH3:20])([CH3:19])[CH:16]=[N:15]2)[NH:11][CH2:12][CH3:13])(=[O:22])=[O:21])=[CH:7][C:2]=1[Cl:1]. The yield is 0.400. (2) The reactants are S(O[CH2:12][CH2:13][O:14][CH2:15][CH2:16][O:17][CH2:18][CH2:19][O:20][CH2:21][CH2:22][C:23]([O:25][CH3:26])=[O:24])(C1C=CC(C)=CC=1)(=O)=O.[OH:27][C:28]1[CH:29]=[C:30]([CH2:36][OH:37])[CH:31]=[C:32]([CH2:34][OH:35])[CH:33]=1.C(=O)([O-])[O-].[K+].[K+]. The catalyst is CN(C=O)C. The product is [OH:35][CH2:34][C:32]1[CH:33]=[C:28]([CH:29]=[C:30]([CH2:36][OH:37])[CH:31]=1)[O:27][CH2:12][CH2:13][O:14][CH2:15][CH2:16][O:17][CH2:18][CH2:19][O:20][CH2:21][CH2:22][C:23]([O:25][CH3:26])=[O:24]. The yield is 0.260. (3) The reactants are [CH3:1][N:2]1[C@@H:12]2[CH2:13][C:14]3[CH:19]=[CH:18][C:17]([OH:20])=[C:16]4[O:21][C@H:6]5[C:7]([CH:9]=[CH:10][C@:11]2([OH:22])[C@:5]5([C:15]=34)[CH2:4][CH2:3]1)=[O:8].C(=O)([O-])O.[Na+].[CH:28]1(CBr)[CH2:31][CH2:30][CH2:29]1. The catalyst is CN1C(=O)CCC1. The product is [CH2:28]1[CH2:31][CH:30]([CH2:1][N:2]2[C@@H:12]3[CH2:13][C:14]4[CH:19]=[CH:18][C:17]([OH:20])=[C:16]5[O:21][C@H:6]6[C:7]([CH2:9][CH2:10][C@:11]3([OH:22])[C@:5]6([C:15]=45)[CH2:4][CH2:3]2)=[O:8])[CH2:29]1. The yield is 0.660. (4) The reactants are [CH2:1]([N:8]1[CH2:13][CH2:12][NH:11][CH2:10][CH:9]1[C:14]([O:16][CH2:17][CH3:18])=[O:15])[C:2]1[CH:7]=[CH:6][CH:5]=[CH:4][CH:3]=1.I[CH3:20]. No catalyst specified. The product is [CH2:1]([N:8]1[CH2:13][CH2:12][N:11]([CH3:20])[CH2:10][CH:9]1[C:14]([O:16][CH2:17][CH3:18])=[O:15])[C:2]1[CH:3]=[CH:4][CH:5]=[CH:6][CH:7]=1. The yield is 0.730.